From a dataset of Full USPTO retrosynthesis dataset with 1.9M reactions from patents (1976-2016). Predict the reactants needed to synthesize the given product. (1) The reactants are: Cl.[C:2]([NH:7][CH:8]([CH2:14][SH:15])[C:9]([O:11][CH2:12][CH3:13])=[O:10])(=O)[CH2:3][CH2:4][CH3:5]. Given the product [CH2:3]([C:2]1[S:15][CH:14]=[C:8]([C:9]([O:11][CH2:12][CH3:13])=[O:10])[N:7]=1)[CH2:4][CH3:5], predict the reactants needed to synthesize it. (2) Given the product [CH3:1][O:2][C:3]1[CH:4]=[C:5]([S:13][CH2:14][CH2:15][CH2:16][C:17]([OH:19])=[O:18])[CH:6]=[C:7]([O:11][CH3:12])[C:8]=1[O:9][CH3:10], predict the reactants needed to synthesize it. The reactants are: [CH3:1][O:2][C:3]1[CH:4]=[C:5]([S:13][CH2:14][CH2:15][CH2:16][C:17]([O:19]CC)=[O:18])[CH:6]=[C:7]([O:11][CH3:12])[C:8]=1[O:9][CH3:10]. (3) Given the product [NH2:27][C:20]1[N:21]=[C:22]([S:24][CH2:26][CH2:39][NH:40][C:41]([NH2:43])=[O:42])[CH:23]=[C:18]([C:6]2[C:5]([Cl:4])=[CH:17][C:9]3[CH2:10][O:11][CH2:12][C:13]4[C:8]=3[C:7]=2[CH:16]=[CH:15][CH:14]=4)[N:19]=1, predict the reactants needed to synthesize it. The reactants are: S.[Na].Cl.[Cl:4][C:5]1[C:6]([C:18]2[CH:23]=[C:22]([S:24]([CH3:26])=O)[N:21]=[C:20]([NH2:27])[N:19]=2)=[C:7]2[CH:16]=[CH:15][CH:14]=[C:13]3[C:8]2=[C:9]([CH:17]=1)[CH2:10][O:11][CH2:12]3.C(N(CC)C(C)C)(C)C.ClC[CH2:39][NH:40][C:41]([NH2:43])=[O:42].